This data is from Full USPTO retrosynthesis dataset with 1.9M reactions from patents (1976-2016). The task is: Predict the reactants needed to synthesize the given product. Given the product [S:2]1[CH2:6][CH2:5][CH2:4][C:3]1=[CH:31][C:33]1[CH:38]=[CH:37][C:36]([CH:39]([CH3:45])[C:40]([O:42][CH2:43][CH3:44])=[O:41])=[CH:35][CH:34]=1, predict the reactants needed to synthesize it. The reactants are: [Cl-].[S:2]1[CH2:6][CH2:5][CH2:4][CH:3]1[P+](C1C=CC=CC=1)(C1C=CC=CC=1)C1C=CC=CC=1.C([Li])CCC.[CH:31]([C:33]1[CH:38]=[CH:37][C:36]([CH:39]([CH3:45])[C:40]([O:42][CH2:43][CH3:44])=[O:41])=[CH:35][CH:34]=1)=O.